Regression/Classification. Given a drug SMILES string, predict its absorption, distribution, metabolism, or excretion properties. Task type varies by dataset: regression for continuous measurements (e.g., permeability, clearance, half-life) or binary classification for categorical outcomes (e.g., BBB penetration, CYP inhibition). Dataset: pampa_ncats. From a dataset of PAMPA (Parallel Artificial Membrane Permeability Assay) permeability data from NCATS. (1) The molecule is C1=CC=C(C=C1)CN2C3=C(C=C2C(=O)NCCC4=CC(=C(C=C4)OCC(F)(F)F)OCC(F)(F)F)SC=C3. The result is 1 (high permeability). (2) The molecule is C1COCCC1(CNC(=O)C2=CC=CC(=C2)C3=NOC(=N3)C(F)(F)F)C4=NC(=CS4)C5=CC=CC=C5. The result is 1 (high permeability). (3) The compound is C1=CC=C(C=C1)CCN2C=CC3=C(C2=N)C(C4=C(O3)C=CC5=CC=CC=C54)C6=CC=CC=C6. The result is 1 (high permeability). (4) The compound is CC1CC2=NC(=NC(=C2C(=O)C1)C)NCC3=CC=CO3. The result is 1 (high permeability). (5) The molecule is COC1=NC=CC(=C1Cl)C2=NC3=CC=CC=C3C(=N2)NC4=CC(=C(C=C4)F)F. The result is 1 (high permeability). (6) The molecule is CC(C)(C)NS(=O)(=O)C1=CC=C(C=C1)C2=CC3=C(C=C2)NN=C3N. The result is 1 (high permeability). (7) The molecule is C[C@@H]1CC2=C([C@@]3(N1)C4=C(C=CC(=C4)Cl)NC3=O)NC5=CC(=C(C=C25)F)Cl. The result is 1 (high permeability). (8) The compound is C1CN(CCN1C2=NC(=CS2)C3=CC=C(C=C3)Br)C(=O)C4=CC=CO4. The result is 0 (low-to-moderate permeability). (9) The compound is CC1=C(NC(=C1C(=O)C)C)C(=O)NC2=CC(=CC=C2)S(=O)(=O)N3CCCCCC3. The result is 1 (high permeability). (10) The molecule is CC1=C(C(N=C(N1)NC2=NC3=CC=CC=C3O2)C4=CC=CC=C4Br)C(=O)NC5=NN=CS5. The result is 1 (high permeability).